Dataset: NCI-60 drug combinations with 297,098 pairs across 59 cell lines. Task: Regression. Given two drug SMILES strings and cell line genomic features, predict the synergy score measuring deviation from expected non-interaction effect. (1) Drug 1: C1CN1C2=NC(=NC(=N2)N3CC3)N4CC4. Drug 2: C1CN(P(=O)(OC1)NCCCl)CCCl. Cell line: OVCAR-4. Synergy scores: CSS=5.51, Synergy_ZIP=-3.60, Synergy_Bliss=-3.49, Synergy_Loewe=-6.92, Synergy_HSA=-2.07. (2) Drug 1: CC1=C(N=C(N=C1N)C(CC(=O)N)NCC(C(=O)N)N)C(=O)NC(C(C2=CN=CN2)OC3C(C(C(C(O3)CO)O)O)OC4C(C(C(C(O4)CO)O)OC(=O)N)O)C(=O)NC(C)C(C(C)C(=O)NC(C(C)O)C(=O)NCCC5=NC(=CS5)C6=NC(=CS6)C(=O)NCCC[S+](C)C)O. Drug 2: COCCOC1=C(C=C2C(=C1)C(=NC=N2)NC3=CC=CC(=C3)C#C)OCCOC.Cl. Cell line: K-562. Synergy scores: CSS=9.03, Synergy_ZIP=-5.14, Synergy_Bliss=-5.26, Synergy_Loewe=-11.8, Synergy_HSA=-4.51. (3) Drug 1: C1CN1C2=NC(=NC(=N2)N3CC3)N4CC4. Drug 2: C1=CC(=CC=C1CCCC(=O)O)N(CCCl)CCCl. Cell line: CCRF-CEM. Synergy scores: CSS=62.2, Synergy_ZIP=-2.57, Synergy_Bliss=-1.02, Synergy_Loewe=-1.02, Synergy_HSA=2.32. (4) Drug 1: CCCS(=O)(=O)NC1=C(C(=C(C=C1)F)C(=O)C2=CNC3=C2C=C(C=N3)C4=CC=C(C=C4)Cl)F. Drug 2: B(C(CC(C)C)NC(=O)C(CC1=CC=CC=C1)NC(=O)C2=NC=CN=C2)(O)O. Cell line: NCIH23. Synergy scores: CSS=11.8, Synergy_ZIP=2.08, Synergy_Bliss=2.55, Synergy_Loewe=-5.58, Synergy_HSA=-0.943. (5) Drug 1: CC1=C(C=C(C=C1)C(=O)NC2=CC(=CC(=C2)C(F)(F)F)N3C=C(N=C3)C)NC4=NC=CC(=N4)C5=CN=CC=C5. Drug 2: CC1CCC2CC(C(=CC=CC=CC(CC(C(=O)C(C(C(=CC(C(=O)CC(OC(=O)C3CCCCN3C(=O)C(=O)C1(O2)O)C(C)CC4CCC(C(C4)OC)O)C)C)O)OC)C)C)C)OC. Cell line: HT29. Synergy scores: CSS=16.4, Synergy_ZIP=-5.85, Synergy_Bliss=-2.91, Synergy_Loewe=-54.1, Synergy_HSA=-1.62. (6) Drug 1: CCC(=C(C1=CC=CC=C1)C2=CC=C(C=C2)OCCN(C)C)C3=CC=CC=C3.C(C(=O)O)C(CC(=O)O)(C(=O)O)O. Drug 2: CC1CCCC2(C(O2)CC(NC(=O)CC(C(C(=O)C(C1O)C)(C)C)O)C(=CC3=CSC(=N3)C)C)C. Cell line: NCI-H522. Synergy scores: CSS=71.9, Synergy_ZIP=7.08, Synergy_Bliss=4.90, Synergy_Loewe=-26.2, Synergy_HSA=5.38. (7) Drug 1: CC1=C2C(C(=O)C3(C(CC4C(C3C(C(C2(C)C)(CC1OC(=O)C(C(C5=CC=CC=C5)NC(=O)OC(C)(C)C)O)O)OC(=O)C6=CC=CC=C6)(CO4)OC(=O)C)O)C)O. Drug 2: CN(C(=O)NC(C=O)C(C(C(CO)O)O)O)N=O. Cell line: NCI-H460. Synergy scores: CSS=45.9, Synergy_ZIP=13.5, Synergy_Bliss=12.1, Synergy_Loewe=-13.2, Synergy_HSA=11.3. (8) Drug 1: C1=CC=C(C=C1)NC(=O)CCCCCCC(=O)NO. Drug 2: CC12CCC3C(C1CCC2OP(=O)(O)O)CCC4=C3C=CC(=C4)OC(=O)N(CCCl)CCCl.[Na+]. Cell line: HOP-62. Synergy scores: CSS=11.8, Synergy_ZIP=-1.04, Synergy_Bliss=1.47, Synergy_Loewe=-18.4, Synergy_HSA=-1.46. (9) Drug 2: CC1C(C(CC(O1)OC2CC(OC(C2O)C)OC3=CC4=CC5=C(C(=O)C(C(C5)C(C(=O)C(C(C)O)O)OC)OC6CC(C(C(O6)C)O)OC7CC(C(C(O7)C)O)OC8CC(C(C(O8)C)O)(C)O)C(=C4C(=C3C)O)O)O)O. Drug 1: C1=CC(=CC=C1CC(C(=O)O)N)N(CCCl)CCCl.Cl. Cell line: HCT116. Synergy scores: CSS=6.11, Synergy_ZIP=-2.42, Synergy_Bliss=1.49, Synergy_Loewe=1.45, Synergy_HSA=1.65.